This data is from Forward reaction prediction with 1.9M reactions from USPTO patents (1976-2016). The task is: Predict the product of the given reaction. (1) Given the reactants Br[C:2]1[N:3]([CH:31]([CH2:33][CH3:34])[CH3:32])[C:4]2[C:9]([N:10]=1)=[C:8]([C:11]1[CH:16]=[CH:15][CH:14]=[C:13]([O:17][Si](C(C)(C)C)(C)C)[CH:12]=1)[N:7]=[C:6]([N:25]1[CH2:30][CH2:29][O:28][CH2:27][CH2:26]1)[N:5]=2.N1[CH:43]=[C:42]2[C:38](N=C[NH:41]2)=NC=1.C(N)(C)C, predict the reaction product. The product is: [CH:31]([N:3]1[C:2]([NH:41][CH:42]([CH3:43])[CH3:38])=[N:10][C:9]2[C:4]1=[N:5][C:6]([N:25]1[CH2:30][CH2:29][O:28][CH2:27][CH2:26]1)=[N:7][C:8]=2[C:11]1[CH:12]=[C:13]([OH:17])[CH:14]=[CH:15][CH:16]=1)([CH2:33][CH3:34])[CH3:32]. (2) Given the reactants C([Si](C)(C)[O:6][CH2:7][C:8]1[CH:13]=[CH:12][C:11]([C:14](=O)[CH2:15][C:16]2[CH:21]=[CH:20][CH:19]=[CH:18][CH:17]=2)=[CH:10][CH:9]=1)(C)(C)C.C([N:27]([C:34]1[CH:35]=[N:36][CH:37]=[CH:38][C:39]=1[CH:40]=O)C(=O)C(C)(C)C)=O.[OH-].[Na+], predict the reaction product. The product is: [C:16]1([C:15]2[C:14]([C:11]3[CH:10]=[CH:9][C:8]([CH2:7][OH:6])=[CH:13][CH:12]=3)=[N:27][C:34]3[C:39]([CH:40]=2)=[CH:38][CH:37]=[N:36][CH:35]=3)[CH:17]=[CH:18][CH:19]=[CH:20][CH:21]=1. (3) Given the reactants [CH2:1]([N:3]1[C:7]([N:8]2[CH2:14][CH2:13][CH2:12][C@@H:11]([NH:15][C:16](=[O:21])[C:17]([F:20])([F:19])[F:18])[CH2:10][CH2:9]2)=[C:6]([N+:22]([O-])=O)[CH:5]=[N:4]1)[CH3:2].[C:25]([O:29][C:30]([NH:32][C:33]1[S:37][C:36]([C:38]2[CH:43]=[CH:42][CH:41]=[CH:40][C:39]=2[F:44])=[N:35][C:34]=1[C:45](O)=[O:46])=[O:31])([CH3:28])([CH3:27])[CH3:26], predict the reaction product. The product is: [F:44][C:39]1[CH:40]=[CH:41][CH:42]=[CH:43][C:38]=1[C:36]1[S:37][C:33]([NH:32][C:30](=[O:31])[O:29][C:25]([CH3:27])([CH3:26])[CH3:28])=[C:34]([C:45](=[O:46])[NH:22][C:6]2[CH:5]=[N:4][N:3]([CH2:1][CH3:2])[C:7]=2[N:8]2[CH2:14][CH2:13][CH2:12][C@@H:11]([NH:15][C:16](=[O:21])[C:17]([F:20])([F:19])[F:18])[CH2:10][CH2:9]2)[N:35]=1.